Task: Regression. Given a peptide amino acid sequence and an MHC pseudo amino acid sequence, predict their binding affinity value. This is MHC class I binding data.. Dataset: Peptide-MHC class I binding affinity with 185,985 pairs from IEDB/IMGT (1) The peptide sequence is KICEYIRSY. The MHC is HLA-A02:01 with pseudo-sequence HLA-A02:01. The binding affinity (normalized) is 0.0847. (2) The peptide sequence is KSRCGSLGY. The MHC is HLA-A11:01 with pseudo-sequence HLA-A11:01. The binding affinity (normalized) is 0.339. (3) The peptide sequence is YAREAGIAM. The MHC is HLA-C03:03 with pseudo-sequence HLA-C03:03. The binding affinity (normalized) is 0.0847. (4) The peptide sequence is VIYRGTTFA. The MHC is HLA-B15:01 with pseudo-sequence HLA-B15:01. The binding affinity (normalized) is 0. (5) The peptide sequence is RILQRGLLGR. The MHC is HLA-A31:01 with pseudo-sequence HLA-A31:01. The binding affinity (normalized) is 0. (6) The peptide sequence is GVPPLPLFIF. The MHC is HLA-A24:02 with pseudo-sequence HLA-A24:02. The binding affinity (normalized) is 0.427.